From a dataset of Forward reaction prediction with 1.9M reactions from USPTO patents (1976-2016). Predict the product of the given reaction. (1) Given the reactants [F:1][C:2]1[CH:3]=[C:4]([CH:25]=[CH:26][C:27]=1[F:28])[CH2:5][NH:6][C:7](=[O:24])[C:8]1[CH:13]=[CH:12][CH:11]=[N:10][C:9]=1[NH:14][C@H:15]([C:18]1[CH:23]=[CH:22][CH:21]=[CH:20][CH:19]=1)[CH2:16][OH:17].CN(C=O)C.[H-].[Na+].F[C:37]1[CH:38]=[CH:39][C:40]([N+:44]([O-:46])=[O:45])=[C:41]([CH:43]=1)[NH2:42], predict the reaction product. The product is: [NH2:42][C:41]1[CH:43]=[C:37]([CH:38]=[CH:39][C:40]=1[N+:44]([O-:46])=[O:45])[O:17][CH2:16][C@H:15]([NH:14][C:9]1[N:10]=[CH:11][CH:12]=[CH:13][C:8]=1[C:7]([NH:6][CH2:5][C:4]1[CH:25]=[CH:26][C:27]([F:28])=[C:2]([F:1])[CH:3]=1)=[O:24])[C:18]1[CH:23]=[CH:22][CH:21]=[CH:20][CH:19]=1. (2) The product is: [C:34]([O:38][C:39]([NH:41][C@:42]([CH3:43])([CH:54]=[CH:8][C:4]1[N:3]([CH3:2])[CH:7]=[CH:6][CH:5]=1)[CH2:45][O:46][C:47](=[O:53])[CH2:48][CH2:49][CH2:50][CH2:51][CH3:52])=[O:40])([CH3:37])([CH3:36])[CH3:35]. Given the reactants [I-].[CH3:2][N:3]1[CH:7]=[CH:6][CH:5]=[C:4]1[CH2:8][P+](C1C=CC=CC=1)(C1C=CC=CC=1)C1C=CC=CC=1.CC(C)([O-])C.[K+].[C:34]([O:38][C:39]([NH:41][C@:42]([CH3:54])([CH2:45][O:46][C:47](=[O:53])[CH2:48][CH2:49][CH2:50][CH2:51][CH3:52])[CH2:43]O)=[O:40])([CH3:37])([CH3:36])[CH3:35].[Cl-].[NH4+], predict the reaction product.